This data is from Full USPTO retrosynthesis dataset with 1.9M reactions from patents (1976-2016). The task is: Predict the reactants needed to synthesize the given product. (1) Given the product [F:30][C:27]1([F:29])[O:26][C:25]2[CH:31]=[CH:32][C:22]([NH:21][C:19]([C:18]3[CH:33]=[CH:34][CH:35]=[CH:36][C:17]=3[NH:16][CH2:2][C:3]3[CH:8]=[CH:7][N:6]=[C:5]([C:9]([O:11][CH2:12][CH3:13])=[O:10])[CH:4]=3)=[O:20])=[CH:23][C:24]=2[O:28]1, predict the reactants needed to synthesize it. The reactants are: Br[CH2:2][C:3]1[CH:8]=[CH:7][N:6]=[C:5]([C:9]([O:11][CH2:12][CH3:13])=[O:10])[CH:4]=1.[Na+].[I-].[NH2:16][C:17]1[CH:36]=[CH:35][CH:34]=[CH:33][C:18]=1[C:19]([NH:21][C:22]1[CH:32]=[CH:31][C:25]2[O:26][C:27]([F:30])([F:29])[O:28][C:24]=2[CH:23]=1)=[O:20].O. (2) Given the product [Br:11][C:12]1[CH:13]=[N:14][C:15]([NH:18][C:19]2[S:20][CH:2]=[C:3]([C:5]3[CH:10]=[CH:9][CH:8]=[CH:7][N:6]=3)[N:21]=2)=[N:16][CH:17]=1, predict the reactants needed to synthesize it. The reactants are: Br[CH2:2][C:3]([C:5]1[CH:10]=[CH:9][CH:8]=[CH:7][N:6]=1)=O.[Br:11][C:12]1[CH:13]=[N:14][C:15]([NH:18][C:19]([NH2:21])=[S:20])=[N:16][CH:17]=1. (3) Given the product [Cl:8][C:6]1[CH:7]=[C:2]([N:17]2[C:16]([CH3:15])=[N:20][C:19]([CH3:21])=[N:18]2)[N:3]=[N:4][CH:5]=1, predict the reactants needed to synthesize it. The reactants are: Cl[C:2]1[N:3]=[N:4][CH:5]=[C:6]([Cl:8])[CH:7]=1.C(=O)([O-])[O-].[Cs+].[Cs+].[CH3:15][C:16]1[N:20]=[C:19]([CH3:21])[NH:18][N:17]=1. (4) Given the product [CH3:19][N:5]([CH2:4][CH:3]=[O:2])[C:6](=[O:18])[CH2:7][CH2:8][O:9][CH2:10][CH2:11][C:12]1[CH:17]=[CH:16][CH:15]=[CH:14][CH:13]=1, predict the reactants needed to synthesize it. The reactants are: C[O:2][CH:3](OC)[CH2:4][N:5]([CH3:19])[C:6](=[O:18])[CH2:7][CH2:8][O:9][CH2:10][CH2:11][C:12]1[CH:17]=[CH:16][CH:15]=[CH:14][CH:13]=1.Cl.